Dataset: Full USPTO retrosynthesis dataset with 1.9M reactions from patents (1976-2016). Task: Predict the reactants needed to synthesize the given product. Given the product [CH:44]([S:41]([C:38]1[CH:39]=[CH:40][C:35]([C:19]2[N:20]=[C:21]([C:22]3[O:26][N:25]=[C:24]([C:27]4[CH:28]=[CH:29][C:30]([CH2:33][NH:47][CH:48]5[CH2:53][CH2:52][O:51][CH2:50][CH2:49]5)=[CH:31][CH:32]=4)[CH:23]=3)[C:16]([NH2:8])=[N:17][CH:18]=2)=[CH:36][CH:37]=1)(=[O:43])=[O:42])([CH3:45])[CH3:46], predict the reactants needed to synthesize it. The reactants are: C(OC([N:8]([C:16]1[C:21]([C:22]2[O:26][N:25]=[C:24]([C:27]3[CH:32]=[CH:31][C:30]([CH2:33]Cl)=[CH:29][CH:28]=3)[CH:23]=2)=[N:20][C:19]([C:35]2[CH:40]=[CH:39][C:38]([S:41]([CH:44]([CH3:46])[CH3:45])(=[O:43])=[O:42])=[CH:37][CH:36]=2)=[CH:18][N:17]=1)C(=O)OC(C)(C)C)=O)(C)(C)C.[NH2:47][CH:48]1[CH2:53][CH2:52][O:51][CH2:50][CH2:49]1.CCN(C(C)C)C(C)C.C(O)(C(F)(F)F)=O.C(=O)([O-])[O-].[K+].[K+].